This data is from Reaction yield outcomes from USPTO patents with 853,638 reactions. The task is: Predict the reaction yield, written as a fraction of the theoretical maximum amount of product (1.0 means a 100% yield; for example, 0.34 means a 34% yield). (1) The reactants are Br[C:2]1[CH:23]=[CH:22][C:5]2[C:6]3[N:7]=[C:8]([N:14]4[C:18]([CH3:19])=[N:17][N:16]([CH3:20])[C:15]4=[O:21])[S:9][C:10]=3[CH2:11][CH2:12][O:13][C:4]=2[CH:3]=1.IC1C=CC2C3N=C(N4C(C)=NN(C)C4=O)SC=3CCOC=2C=1.[CH3:47][C:48]([OH:65])([CH3:64])[CH2:49][N:50]1[CH:54]=[C:53](B2OC(C)(C)C(C)(C)O2)[CH:52]=[N:51]1.C(Cl)Cl.C(=O)([O-])[O-].[Cs+].[Cs+]. The catalyst is C1C=CC(P(C2C=CC=CC=2)[C-]2C=CC=C2)=CC=1.C1C=CC(P(C2C=CC=CC=2)[C-]2C=CC=C2)=CC=1.Cl[Pd]Cl.[Fe+2].O.C1COCC1. The product is [OH:65][C:48]([CH3:64])([CH3:47])[CH2:49][N:50]1[CH:54]=[C:53]([C:2]2[CH:23]=[CH:22][C:5]3[C:6]4[N:7]=[C:8]([N:14]5[C:18]([CH3:19])=[N:17][N:16]([CH3:20])[C:15]5=[O:21])[S:9][C:10]=4[CH2:11][CH2:12][O:13][C:4]=3[CH:3]=2)[CH:52]=[N:51]1. The yield is 0.270. (2) The reactants are Br[C:2]1[CH:3]=[N:4][N:5]([CH3:17])[C:6]=1[C:7]1[CH:8]=[C:9]([C:13]([O:15][CH3:16])=[O:14])[S:10][C:11]=1[CH3:12].[C:18](=O)([O-])[O-].[K+].[K+].CB1OB(C)OB(C)O1. The catalyst is CN(C)C=O.C1C=CC(P(C2C=CC=CC=2)[C-]2C=CC=C2)=CC=1.C1C=CC(P(C2C=CC=CC=2)[C-]2C=CC=C2)=CC=1.Cl[Pd]Cl.[Fe+2]. The product is [CH3:17][N:5]1[C:6]([C:7]2[CH:8]=[C:9]([C:13]([O:15][CH3:16])=[O:14])[S:10][C:11]=2[CH3:12])=[C:2]([CH3:18])[CH:3]=[N:4]1. The yield is 0.580. (3) The reactants are [CH2:1]([OH:3])[CH3:2].O.[H][H].[CH3:7][O:8][C:9]1[CH:18]=[C:17]2[C:12]([CH:13]=[CH:14][CH:15]=[C:16]2[CH2:19][C:20]#[N:21])=[CH:11][CH:10]=1. The catalyst is [Ni].C(OC(=O)C)(=O)C. The product is [CH3:7][O:8][C:9]1[CH:18]=[C:17]2[C:12]([CH:13]=[CH:14][CH:15]=[C:16]2[CH2:19][CH2:20][NH:21][C:1](=[O:3])[CH3:2])=[CH:11][CH:10]=1. The yield is 0.890. (4) The reactants are Cl[C:2]1[C:11]2[N:12]=[CH:13][O:14][C:10]=2[C:9]2[CH:8]=[C:7]([Cl:15])[CH:6]=[CH:5][C:4]=2[N:3]=1.[CH3:16][N:17]1[CH2:22][CH2:21][NH:20][CH2:19][CH2:18]1.CCN(CC)CC. The catalyst is CCO. The product is [Cl:15][C:7]1[CH:6]=[CH:5][C:4]2[N:3]=[C:2]([N:20]3[CH2:21][CH2:22][N:17]([CH3:16])[CH2:18][CH2:19]3)[C:11]3[N:12]=[CH:13][O:14][C:10]=3[C:9]=2[CH:8]=1. The yield is 0.250. (5) The reactants are [CH3:1][O:2][C:3]1[CH:8]=[C:7]([O:9][CH3:10])[CH:6]=[CH:5][C:4]=1[C:11]1[N:15]([C:16]2[CH:21]=[CH:20][C:19]([O:22][CH3:23])=[CH:18][CH:17]=2)[N:14]=[C:13]([CH:24]2[CH2:29][CH2:28][NH:27][CH2:26][CH2:25]2)[CH:12]=1.ClC(Cl)(O[C:34](=[O:40])OC(Cl)(Cl)Cl)Cl.C(N(CC)CC)C.Cl.[CH3:50][NH:51][OH:52]. The catalyst is O1CCCC1. The product is [CH3:1][O:2][C:3]1[CH:8]=[C:7]([O:9][CH3:10])[CH:6]=[CH:5][C:4]=1[C:11]1[N:15]([C:16]2[CH:17]=[CH:18][C:19]([O:22][CH3:23])=[CH:20][CH:21]=2)[N:14]=[C:13]([CH:24]2[CH2:29][CH2:28][N:27]([C:34](=[O:40])[N:51]([OH:52])[CH3:50])[CH2:26][CH2:25]2)[CH:12]=1. The yield is 0.560. (6) The reactants are [CH3:1][O:2][C:3]1[CH:9]=[CH:8][C:6]([NH2:7])=[C:5]([N+:10]([O-:12])=[O:11])[CH:4]=1.O[CH2:14][CH:15]([CH2:17]O)O.[Na+].[N+](C1C=C(S([O-])(=O)=O)C=CC=1)([O-])=O.OS(O)(=O)=O. The catalyst is C(Cl)Cl.O. The product is [CH3:1][O:2][C:3]1[CH:9]=[C:8]2[C:6](=[C:5]([N+:10]([O-:12])=[O:11])[CH:4]=1)[N:7]=[CH:17][CH:15]=[CH:14]2. The yield is 0.420. (7) The reactants are [CH2:1]([C:3]1[N:7]([C:8]2[N:16]=[C:15]3[C:11]([N:12]=[C:13]([CH:18]=O)[N:14]3[CH3:17])=[C:10]([N:20]3[CH2:25][CH2:24][O:23][CH2:22][CH2:21]3)[N:9]=2)[C:6]2[CH:26]=[CH:27][CH:28]=[CH:29][C:5]=2[N:4]=1)[CH3:2].[NH:30]1[CH2:35][CH2:34][CH:33]([N:36]2[CH2:39][CH:38]([OH:40])[CH2:37]2)[CH2:32][CH2:31]1.C(O[BH-](OC(=O)C)OC(=O)C)(=O)C.[Na+]. The catalyst is ClCCCl. The product is [CH2:1]([C:3]1[N:7]([C:8]2[N:16]=[C:15]3[C:11]([N:12]=[C:13]([CH2:18][N:30]4[CH2:35][CH2:34][CH:33]([N:36]5[CH2:39][CH:38]([OH:40])[CH2:37]5)[CH2:32][CH2:31]4)[N:14]3[CH3:17])=[C:10]([N:20]3[CH2:25][CH2:24][O:23][CH2:22][CH2:21]3)[N:9]=2)[C:6]2[CH:26]=[CH:27][CH:28]=[CH:29][C:5]=2[N:4]=1)[CH3:2]. The yield is 0.680.